Dataset: Forward reaction prediction with 1.9M reactions from USPTO patents (1976-2016). Task: Predict the product of the given reaction. Given the reactants CC(OC([NH:8][C@@H:9]([CH2:16][CH:17]([CH3:19])[CH3:18])/[CH:10]=[CH:11]/[C:12]([O:14][CH3:15])=[O:13])=O)(C)C.[C:20]([OH:26])([C:22]([F:25])([F:24])[F:23])=[O:21], predict the reaction product. The product is: [F:23][C:22]([F:25])([F:24])[C:20]([OH:26])=[O:21].[NH2:8][C@@H:9]([CH2:16][CH:17]([CH3:19])[CH3:18])/[CH:10]=[CH:11]/[C:12]([O:14][CH3:15])=[O:13].